This data is from Catalyst prediction with 721,799 reactions and 888 catalyst types from USPTO. The task is: Predict which catalyst facilitates the given reaction. (1) Reactant: CC(O[C:5]1[CH:6]=[C:7]([CH:11]=[C:12]([O:14][CH2:15][C:16]2[CH:21]=[CH:20][CH:19]=[CH:18][CH:17]=2)[CH:13]=1)[C:8]([OH:10])=O)C.[C:22](Cl)(=[O:26])[C:23](Cl)=O.[NH2:28][C:29]1[S:33][N:32]=[C:31]([CH3:34])[N:30]=1.[CH2:35](N(CC)CC)C. Product: [CH3:35][CH:22]([O:26][C:6]1[CH:5]=[CH:13][C:12]([O:14][CH2:15][C:16]2[CH:17]=[CH:18][CH:19]=[CH:20][CH:21]=2)=[CH:11][C:7]=1[C:8]([NH:28][C:29]1[S:33][N:32]=[C:31]([CH3:34])[N:30]=1)=[O:10])[CH3:23]. The catalyst class is: 85. (2) Reactant: [NH:1]1[CH2:6][CH2:5][CH2:4][CH2:3][CH2:2]1.CS(O[CH2:12][CH2:13][O:14][C:15]1[CH:20]=[CH:19][C:18]([C:21]#[C:22][C:23]2[CH:28]=[CH:27][C:26]([C:29]3[CH:34]=[CH:33][C:32]([Cl:35])=[CH:31][CH:30]=3)=[CH:25][N:24]=2)=[CH:17][CH:16]=1)(=O)=O. Product: [Cl:35][C:32]1[CH:33]=[CH:34][C:29]([C:26]2[CH:27]=[CH:28][C:23]([C:22]#[C:21][C:18]3[CH:19]=[CH:20][C:15]([O:14][CH2:13][CH2:12][N:1]4[CH2:6][CH2:5][CH2:4][CH2:3][CH2:2]4)=[CH:16][CH:17]=3)=[N:24][CH:25]=2)=[CH:30][CH:31]=1. The catalyst class is: 3.